Dataset: Forward reaction prediction with 1.9M reactions from USPTO patents (1976-2016). Task: Predict the product of the given reaction. (1) Given the reactants [CH3:1][O:2][C:3]1[CH:4]=[C:5]([OH:9])[CH:6]=[CH:7][CH:8]=1.[H-].[Na+].[Cl:12][C:13]1[CH:18]=[C:17]([N+]([O-])=O)[CH:16]=[CH:15][N:14]=1, predict the reaction product. The product is: [Cl:12][C:13]1[CH:18]=[C:17]([O:9][C:5]2[CH:6]=[CH:7][CH:8]=[C:3]([O:2][CH3:1])[CH:4]=2)[CH:16]=[CH:15][N:14]=1. (2) Given the reactants [O:1]1[C:6]2[CH:7]=[CH:8][C:9]([CH2:11][N:12]([CH:20]3[CH2:25][CH2:24][N:23]([CH2:26][CH2:27][N:28]4[C:37]5[C:32](=[N:33][CH:34]=[CH:35][CH:36]=5)[CH:31]=[CH:30][C:29]4=[O:38])[CH2:22][CH2:21]3)C(=O)OC(C)(C)C)=[CH:10][C:5]=2[O:4][CH2:3][CH2:2]1.[ClH:39].C(OCC)(=O)C, predict the reaction product. The product is: [ClH:39].[O:1]1[C:6]2[CH:7]=[CH:8][C:9]([CH2:11][NH:12][CH:20]3[CH2:25][CH2:24][N:23]([CH2:26][CH2:27][N:28]4[C:37]5[C:32](=[N:33][CH:34]=[CH:35][CH:36]=5)[CH:31]=[CH:30][C:29]4=[O:38])[CH2:22][CH2:21]3)=[CH:10][C:5]=2[O:4][CH2:3][CH2:2]1. (3) Given the reactants [CH2:1]([O:3][C:4](=[O:14])/[CH:5]=[C:6](\[CH3:13])/[CH2:7][N:8]1[CH2:12][CH2:11][CH2:10][CH2:9]1)[CH3:2], predict the reaction product. The product is: [CH2:1]([O:3][C:4](=[O:14])[CH2:5][CH:6]([CH3:13])[CH2:7][N:8]1[CH2:12][CH2:11][CH2:10][CH2:9]1)[CH3:2]. (4) The product is: [C:18]([O:22][C:23]([N:25]1[CH2:26][CH2:27][CH:28]([N:31]2[C:2]3=[N:3][CH:4]=[N:5][C:6]([O:10][C:11]4[C:12]([CH3:17])=[N:13][CH:14]=[CH:15][CH:16]=4)=[C:7]3[CH:8]=[N:32]2)[CH2:29][CH2:30]1)=[O:24])([CH3:21])([CH3:19])[CH3:20]. Given the reactants Cl[C:2]1[C:7]([CH:8]=O)=[C:6]([O:10][C:11]2[C:12]([CH3:17])=[N:13][CH:14]=[CH:15][CH:16]=2)[N:5]=[CH:4][N:3]=1.[C:18]([O:22][C:23]([N:25]1[CH2:30][CH2:29][CH:28]([NH:31][NH2:32])[CH2:27][CH2:26]1)=[O:24])([CH3:21])([CH3:20])[CH3:19].C(=O)(O)[O-].[Na+], predict the reaction product. (5) Given the reactants [C:1]([O:5][C:6]([N:8]1[CH2:13][CH2:12][C:11]([C:15]2[CH:20]=[CH:19][C:18]([Cl:21])=[CH:17][CH:16]=2)([OH:14])[CH:10]([NH2:22])[CH2:9]1)=[O:7])([CH3:4])([CH3:3])[CH3:2].[C:23](Cl)(=[O:26])[CH2:24][CH3:25].C(N(CC)CC)C, predict the reaction product. The product is: [C:1]([O:5][C:6]([N:8]1[CH2:13][CH2:12][C:11]([C:15]2[CH:16]=[CH:17][C:18]([Cl:21])=[CH:19][CH:20]=2)([OH:14])[CH:10]([NH:22][C:23](=[O:26])[CH2:24][CH3:25])[CH2:9]1)=[O:7])([CH3:4])([CH3:2])[CH3:3]. (6) Given the reactants C(OC#[C:5][C:6]1([OH:11])[CH2:10][CH2:9][CH2:8][CH2:7]1)C.[C:12]([O-:15])(O)=[O:13].[Na+].[O-]S([O-])(=O)=O.[Mg+2].[O-:23][Mn](=O)(=O)=O.[K+].[CH3:29][C:30](C)=O, predict the reaction product. The product is: [CH2:29]([O:15][C:12](=[O:13])[C:5]([C:6]1([OH:11])[CH2:7][CH2:8][CH2:9][CH2:10]1)=[O:23])[CH3:30]. (7) Given the reactants Cl.[NH2:2][C@H:3]1[CH2:7][CH2:6][N:5]([CH3:8])[C:4]1=[O:9].C(N(CC)CC)C.O=C1CCC(=O)N1[C:24]1[C:32]2[C:27](=[CH:28][C:29]([C:42]([O-])=[O:43])=[C:30]([O:33][C:34]3[CH:39]=[CH:38][C:37]([F:40])=[CH:36][C:35]=3[F:41])[CH:31]=2)[N:26]([CH2:45][CH:46]([CH3:48])[CH3:47])[N:25]=1, predict the reaction product. The product is: [F:41][C:35]1[CH:36]=[C:37]([F:40])[CH:38]=[CH:39][C:34]=1[O:33][C:30]1[CH:31]=[C:32]2[C:27](=[CH:28][C:29]=1[C:42]([NH:2][C@H:3]1[CH2:7][CH2:6][N:5]([CH3:8])[C:4]1=[O:9])=[O:43])[N:26]([CH2:45][CH:46]([CH3:48])[CH3:47])[N:25]=[CH:24]2. (8) Given the reactants [F:1][C:2]1[CH:3]=[C:4]([N+:9]([O-:11])=[O:10])[CH:5]=[CH:6][C:7]=1F.[C:12]([O:16][C:17]([N:19]1[CH2:25][CH2:24][C:23]2[CH:26]=[C:27]([OH:30])[CH:28]=[CH:29][C:22]=2[CH2:21][CH2:20]1)=[O:18])([CH3:15])([CH3:14])[CH3:13].C(=O)([O-])[O-].[K+].[K+], predict the reaction product. The product is: [F:1][C:2]1[CH:3]=[C:4]([N+:9]([O-:11])=[O:10])[CH:5]=[CH:6][C:7]=1[O:30][C:27]1[CH:28]=[CH:29][C:22]2[CH2:21][CH2:20][N:19]([C:17]([O:16][C:12]([CH3:13])([CH3:15])[CH3:14])=[O:18])[CH2:25][CH2:24][C:23]=2[CH:26]=1. (9) Given the reactants [F:1][C:2]([F:17])([F:16])[C:3]1[CH:8]=[CH:7][C:6]([C:9]#[C:10][CH2:11][CH2:12][C:13]([OH:15])=O)=[CH:5][CH:4]=1.NC[CH2:20][C:21]1[CH:29]=[C:28]2[C:24]([CH:25]=[CH:26][NH:27]2)=[CH:23][CH:22]=1.O[N:31]1C2C=CC=CC=2N=N1.C(N1CCOCC1)C.Cl.CN(C)CCCN=C=NCC, predict the reaction product. The product is: [NH:27]1[C:28]2[C:24](=[CH:23][CH:22]=[C:21]([CH2:20][NH:31][C:13](=[O:15])[CH2:12][CH2:11][C:10]#[C:9][C:6]3[CH:5]=[CH:4][C:3]([C:2]([F:1])([F:17])[F:16])=[CH:8][CH:7]=3)[CH:29]=2)[CH:25]=[CH:26]1. (10) Given the reactants [C:1](Cl)(=[O:10])[CH2:2][CH2:3][C:4]1[CH:9]=[CH:8][CH:7]=[CH:6][CH:5]=1.[NH2:12][C:13]1[CH:14]=[CH:15][C:16]([N:19]2[CH2:24][CH2:23][N:22]([C:25]([C:27]3[CH:32]=[CH:31][CH:30]=[CH:29][C:28]=3[C:33]([F:36])([F:35])[F:34])=[O:26])[CH2:21][CH2:20]2)=[N:17][CH:18]=1, predict the reaction product. The product is: [C:4]1([CH2:3][CH2:2][C:1]([NH:12][C:13]2[CH:18]=[N:17][C:16]([N:19]3[CH2:20][CH2:21][N:22]([C:25](=[O:26])[C:27]4[CH:32]=[CH:31][CH:30]=[CH:29][C:28]=4[C:33]([F:36])([F:35])[F:34])[CH2:23][CH2:24]3)=[CH:15][CH:14]=2)=[O:10])[CH:9]=[CH:8][CH:7]=[CH:6][CH:5]=1.